The task is: Predict which catalyst facilitates the given reaction.. This data is from Catalyst prediction with 721,799 reactions and 888 catalyst types from USPTO. (1) Reactant: C([O:8][CH2:9][C:10]([O:12][C:13]1[CH:22]=[C:21]2[C:16]([C:17](=[O:41])[C:18]([C:23]3[CH:28]=[CH:27][C:26]([O:29][C:30](=[O:40])[CH2:31][O:32]CC4C=CC=CC=4)=[CH:25][CH:24]=3)=[CH:19][O:20]2)=[CH:15][CH:14]=1)=[O:11])C1C=CC=CC=1. Product: [OH:8][CH2:9][C:10]([O:12][C:13]1[CH:22]=[C:21]2[C:16]([C:17](=[O:41])[C:18]([C:23]3[CH:28]=[CH:27][C:26]([O:29][C:30](=[O:40])[CH2:31][OH:32])=[CH:25][CH:24]=3)=[CH:19][O:20]2)=[CH:15][CH:14]=1)=[O:11]. The catalyst class is: 78. (2) Reactant: [Cl:1][C:2]1[CH:3]=[CH:4][C:5]2[C:11]3[N:12]([CH:24]4[CH2:29][CH2:28][CH2:27][CH2:26][CH2:25]4)[C:13]4[C:18]([C:10]=3[CH2:9][C:8](=O)[N:7]([CH2:31][C:32](=O)[N:33]3[CH2:38][CH2:37][CH2:36][CH2:35][CH2:34]3)[C:6]=2[CH:40]=1)=[CH:17][C:16]([C:19]([O:21][CH2:22][CH3:23])=[O:20])=[CH:15][CH:14]=4.Cl.[OH-].[Na+].C(=O)([O-])O.[Na+]. Product: [Cl:1][C:2]1[CH:3]=[CH:4][C:5]2[C:11]3[N:12]([CH:24]4[CH2:29][CH2:28][CH2:27][CH2:26][CH2:25]4)[C:13]4[C:18]([C:10]=3[CH2:9][CH2:8][N:7]([CH2:31][CH2:32][N:33]3[CH2:38][CH2:37][CH2:36][CH2:35][CH2:34]3)[C:6]=2[CH:40]=1)=[CH:17][C:16]([C:19]([O:21][CH2:22][CH3:23])=[O:20])=[CH:15][CH:14]=4. The catalyst class is: 7. (3) Reactant: [C:1]([N:4]1[C:13]2[C:8](=[CH:9][C:10]([C:14]3[CH:15]=[N:16][N:17]([CH2:19][C:20]4[CH:25]=[CH:24][CH:23]=[CH:22][CH:21]=4)[CH:18]=3)=[CH:11][CH:12]=2)[C@H:7]([NH:26]C(=O)OCC2C=CC=CC=2)[C@@H:6]([CH3:37])[C@@H:5]1[CH:38]1[CH2:40][CH2:39]1)(=[O:3])[CH3:2].CCCC[N+](CCCC)(CCCC)CCCC.[F-]. Product: [NH2:26][C@H:7]1[C:8]2[C:13](=[CH:12][CH:11]=[C:10]([C:14]3[CH:15]=[N:16][N:17]([CH2:19][C:20]4[CH:21]=[CH:22][CH:23]=[CH:24][CH:25]=4)[CH:18]=3)[CH:9]=2)[N:4]([C:1](=[O:3])[CH3:2])[C@@H:5]([CH:38]2[CH2:40][CH2:39]2)[C@@H:6]1[CH3:37]. The catalyst class is: 7.